From a dataset of NCI-60 drug combinations with 297,098 pairs across 59 cell lines. Regression. Given two drug SMILES strings and cell line genomic features, predict the synergy score measuring deviation from expected non-interaction effect. (1) Drug 1: C1=CN(C(=O)N=C1N)C2C(C(C(O2)CO)O)O.Cl. Drug 2: CC1=C(N=C(N=C1N)C(CC(=O)N)NCC(C(=O)N)N)C(=O)NC(C(C2=CN=CN2)OC3C(C(C(C(O3)CO)O)O)OC4C(C(C(C(O4)CO)O)OC(=O)N)O)C(=O)NC(C)C(C(C)C(=O)NC(C(C)O)C(=O)NCCC5=NC(=CS5)C6=NC(=CS6)C(=O)NCCC[S+](C)C)O. Cell line: MALME-3M. Synergy scores: CSS=35.7, Synergy_ZIP=-11.3, Synergy_Bliss=-2.13, Synergy_Loewe=0.591, Synergy_HSA=2.30. (2) Drug 1: CC1C(C(CC(O1)OC2CC(CC3=C2C(=C4C(=C3O)C(=O)C5=C(C4=O)C(=CC=C5)OC)O)(C(=O)CO)O)N)O.Cl. Drug 2: CC1CCCC2(C(O2)CC(NC(=O)CC(C(C(=O)C(C1O)C)(C)C)O)C(=CC3=CSC(=N3)C)C)C. Cell line: MOLT-4. Synergy scores: CSS=54.8, Synergy_ZIP=5.50, Synergy_Bliss=10.5, Synergy_Loewe=-13.2, Synergy_HSA=3.42. (3) Drug 1: CC1C(C(CC(O1)OC2CC(CC3=C2C(=C4C(=C3O)C(=O)C5=C(C4=O)C(=CC=C5)OC)O)(C(=O)CO)O)N)O.Cl. Drug 2: CN(CCCl)CCCl.Cl. Cell line: SK-OV-3. Synergy scores: CSS=29.7, Synergy_ZIP=-11.1, Synergy_Bliss=-7.13, Synergy_Loewe=-13.0, Synergy_HSA=-2.96. (4) Drug 1: CC(CN1CC(=O)NC(=O)C1)N2CC(=O)NC(=O)C2. Drug 2: CC1C(C(=O)NC(C(=O)N2CCCC2C(=O)N(CC(=O)N(C(C(=O)O1)C(C)C)C)C)C(C)C)NC(=O)C3=C4C(=C(C=C3)C)OC5=C(C(=O)C(=C(C5=N4)C(=O)NC6C(OC(=O)C(N(C(=O)CN(C(=O)C7CCCN7C(=O)C(NC6=O)C(C)C)C)C)C(C)C)C)N)C. Cell line: BT-549. Synergy scores: CSS=9.11, Synergy_ZIP=-1.53, Synergy_Bliss=10.8, Synergy_Loewe=10.8, Synergy_HSA=10.7. (5) Synergy scores: CSS=1.48, Synergy_ZIP=0.0659, Synergy_Bliss=1.12, Synergy_Loewe=-0.0563, Synergy_HSA=-0.253. Drug 2: CC(C)(C#N)C1=CC(=CC(=C1)CN2C=NC=N2)C(C)(C)C#N. Drug 1: CC1=C(C=C(C=C1)C(=O)NC2=CC(=CC(=C2)C(F)(F)F)N3C=C(N=C3)C)NC4=NC=CC(=N4)C5=CN=CC=C5. Cell line: UACC62. (6) Drug 1: C1=CC(=CC=C1CCCC(=O)O)N(CCCl)CCCl. Drug 2: CC1=C(C(=CC=C1)Cl)NC(=O)C2=CN=C(S2)NC3=CC(=NC(=N3)C)N4CCN(CC4)CCO. Cell line: A498. Synergy scores: CSS=21.8, Synergy_ZIP=-6.13, Synergy_Bliss=2.23, Synergy_Loewe=-2.08, Synergy_HSA=2.38.